This data is from Forward reaction prediction with 1.9M reactions from USPTO patents (1976-2016). The task is: Predict the product of the given reaction. Given the reactants [Li+].CC([N-]C(C)C)C.[CH:9]1([C:13]([OH:15])=[O:14])[CH2:12][CH2:11][CH2:10]1.[CH2:16](I)[CH2:17][CH2:18][CH3:19].Cl, predict the reaction product. The product is: [CH2:16]([C:9]1([C:13]([OH:15])=[O:14])[CH2:12][CH2:11][CH2:10]1)[CH2:17][CH2:18][CH3:19].